From a dataset of Full USPTO retrosynthesis dataset with 1.9M reactions from patents (1976-2016). Predict the reactants needed to synthesize the given product. Given the product [O:18]([C:15]1[CH:16]=[CH:17][C:12]([C:4]2[N:3]=[C:2]([C:27]3[CH:28]=[CH:29][S:25][CH:26]=3)[N:6]3[CH:7]=[CH:8][N:9]=[C:10]([NH2:11])[C:5]=23)=[CH:13][CH:14]=1)[C:19]1[CH:24]=[CH:23][CH:22]=[CH:21][CH:20]=1, predict the reactants needed to synthesize it. The reactants are: Br[C:2]1[N:6]2[CH:7]=[CH:8][N:9]=[C:10]([NH2:11])[C:5]2=[C:4]([C:12]2[CH:17]=[CH:16][C:15]([O:18][C:19]3[CH:24]=[CH:23][CH:22]=[CH:21][CH:20]=3)=[CH:14][CH:13]=2)[N:3]=1.[S:25]1[CH:29]=[CH:28][C:27](B(O)O)=[CH:26]1.C(=O)([O-])[O-].[K+].[K+].COCCOC.O.